From a dataset of Full USPTO retrosynthesis dataset with 1.9M reactions from patents (1976-2016). Predict the reactants needed to synthesize the given product. (1) Given the product [CH:1]1([O:3][CH2:4][CH2:5][CH2:6][CH2:7][O:8][CH2:9][C:10]2[CH:11]=[CH:12][CH:13]=[CH:14][CH:15]=2)[CH2:16][CH2:2]1, predict the reactants needed to synthesize it. The reactants are: [CH:1]([O:3][CH2:4][CH2:5][CH2:6][CH2:7][O:8][CH2:9][C:10]1[CH:15]=[CH:14][CH:13]=[CH:12][CH:11]=1)=[CH2:2].[CH2:16]([Zn]CC)C.ICI.C([O-])(=O)C.[NH4+]. (2) The reactants are: [C:1](Cl)(=[O:8])[C:2]1[CH:7]=[CH:6][CH:5]=[CH:4][CH:3]=1.C(N(CC)CC)C.[C:17]([O:25][C@:26]1([CH3:51])[C@H:31]([O:32][C:33](=[O:40])[C:34]2[CH:39]=[CH:38][CH:37]=[CH:36][CH:35]=2)[C@@H:30]([CH2:41][O:42][C:43](=[O:50])[C:44]2[CH:49]=[CH:48][CH:47]=[CH:46][CH:45]=2)[O:29][C@H:27]1[OH:28])(=[O:24])[C:18]1[CH:23]=[CH:22][CH:21]=[CH:20][CH:19]=1. Given the product [C:1]([O:28][C@@H:27]1[O:29][C@H:30]([CH2:41][O:42][C:43](=[O:50])[C:44]2[CH:45]=[CH:46][CH:47]=[CH:48][CH:49]=2)[C@@H:31]([O:32][C:33](=[O:40])[C:34]2[CH:39]=[CH:38][CH:37]=[CH:36][CH:35]=2)[C@@:26]1([CH3:51])[O:25][C:17](=[O:24])[C:18]1[CH:23]=[CH:22][CH:21]=[CH:20][CH:19]=1)(=[O:8])[C:2]1[CH:7]=[CH:6][CH:5]=[CH:4][CH:3]=1.[C:17]([O:25][C@:26]1([CH3:51])[C@H:31]([O:32][C:33](=[O:40])[C:34]2[CH:39]=[CH:38][CH:37]=[CH:36][CH:35]=2)[C@@H:30]([CH2:41][O:42][C:43](=[O:50])[C:44]2[CH:45]=[CH:46][CH:47]=[CH:48][CH:49]=2)[O:29][C@H:27]1[OH:28])(=[O:24])[C:18]1[CH:23]=[CH:22][CH:21]=[CH:20][CH:19]=1, predict the reactants needed to synthesize it. (3) The reactants are: FC(F)(F)C(O)=O.[Cl:8][C:9]1[CH:14]=[C:13]([C:15](=[O:24])[NH:16][CH2:17][CH2:18][N:19]([CH2:22][CH3:23])[CH2:20][CH3:21])[CH:12]=[CH:11][C:10]=1[C:25]1[CH:30]=[CH:29][C:28]([CH2:31][C@H:32]([NH:47][C:48]([C@H:50]2[CH2:55][CH2:54][C@H:53]([CH2:56][NH:57]C(=O)OC(C)(C)C)[CH2:52][CH2:51]2)=[O:49])[C:33](=[O:46])[NH:34][C:35]2[CH:40]=[CH:39][C:38]([C:41]3[N:42]=[N:43][NH:44][N:45]=3)=[CH:37][CH:36]=2)=[CH:27][CH:26]=1.Cl. Given the product [ClH:8].[NH2:57][CH2:56][C@H:53]1[CH2:52][CH2:51][C@H:50]([C:48]([NH:47][C@H:32]([C:33](=[O:46])[NH:34][C:35]2[CH:36]=[CH:37][C:38]([C:41]3[N:42]=[N:43][NH:44][N:45]=3)=[CH:39][CH:40]=2)[CH2:31][C:28]2[CH:27]=[CH:26][C:25]([C:10]3[CH:11]=[CH:12][C:13]([C:15]([NH:16][CH2:17][CH2:18][N:19]([CH2:22][CH3:23])[CH2:20][CH3:21])=[O:24])=[CH:14][C:9]=3[Cl:8])=[CH:30][CH:29]=2)=[O:49])[CH2:55][CH2:54]1, predict the reactants needed to synthesize it. (4) The reactants are: C([O:3][C:4](=[O:20])[C:5]([N:8]([CH:10]1[CH2:15][CH2:14][N:13]([S:16]([CH3:19])(=[O:18])=[O:17])[CH2:12][CH2:11]1)[CH3:9])([CH3:7])[CH3:6])C.[OH-].[Na+]. Given the product [CH3:19][S:16]([N:13]1[CH2:14][CH2:15][CH:10]([N:8]([CH3:9])[C:5]([CH3:6])([CH3:7])[C:4]([OH:20])=[O:3])[CH2:11][CH2:12]1)(=[O:18])=[O:17], predict the reactants needed to synthesize it. (5) Given the product [CH3:1][C:2]1[CH:10]=[C:9]([CH3:11])[CH:8]=[CH:7][C:3]=1[CH2:4][C:5]([OH:13])=[O:17], predict the reactants needed to synthesize it. The reactants are: [CH3:1][C:2]1[CH:10]=[C:9]([CH3:11])[CH:8]=[CH:7][C:3]=1[CH2:4][C:5]#N.S(=O)(=O)(O)[OH:13].[OH2:17]. (6) Given the product [Cl:23][N:3]1[C:2]([CH2:8][S:9]([CH2:12][CH2:13][S:14]([OH:17])(=[O:16])=[O:15])(=[O:10])=[O:11])([CH3:1])[CH2:6][O:5][C:4]1=[O:7], predict the reactants needed to synthesize it. The reactants are: [CH3:1][C:2]1([CH2:8][S:9]([CH2:12][CH2:13][S:14]([OH:17])(=[O:16])=[O:15])(=[O:11])=[O:10])[CH2:6][O:5][C:4](=[O:7])[NH:3]1.C(O[Cl:23])CCC. (7) Given the product [Br:11][C:5]1[CH:6]=[C:7]([N+:8]([O-:10])=[O:9])[C:2]([C:19]2[CH:20]=[CH:21][C:16]([C:14]([O:13][CH3:12])=[O:15])=[CH:17][CH:18]=2)=[N:3][CH:4]=1, predict the reactants needed to synthesize it. The reactants are: Br[C:2]1[C:7]([N+:8]([O-:10])=[O:9])=[CH:6][C:5]([Br:11])=[CH:4][N:3]=1.[CH3:12][O:13][C:14]([C:16]1[CH:21]=[CH:20][C:19](B(O)O)=[CH:18][CH:17]=1)=[O:15].P([O-])([O-])([O-])=O.[K+].[K+].[K+]. (8) Given the product [CH3:18][C:14]1([CH3:19])[O:13][C:12]2[CH:11]=[CH:10][CH:9]=[C:8]([CH2:7][CH2:6][N:20]3[CH2:25][CH2:24][CH:23]([C:26]([O:28][CH2:29][CH3:30])=[O:27])[CH2:22][CH2:21]3)[C:17]=2[CH2:16][O:15]1, predict the reactants needed to synthesize it. The reactants are: CS(O[CH2:6][CH2:7][C:8]1[C:17]2[CH2:16][O:15][C:14]([CH3:19])([CH3:18])[O:13][C:12]=2[CH:11]=[CH:10][CH:9]=1)(=O)=O.[NH:20]1[CH2:25][CH2:24][CH:23]([C:26]([O:28][CH2:29][CH3:30])=[O:27])[CH2:22][CH2:21]1.